Dataset: Full USPTO retrosynthesis dataset with 1.9M reactions from patents (1976-2016). Task: Predict the reactants needed to synthesize the given product. Given the product [N:20]1([C:6]2[C:5]3[C:10](=[N:11][C:2]([Cl:1])=[C:3]([Cl:14])[N:4]=3)[N:9]=[C:8]([Cl:12])[N:7]=2)[CH2:23][CH2:22][CH2:21]1, predict the reactants needed to synthesize it. The reactants are: [Cl:1][C:2]1[N:11]=[C:10]2[C:5]([C:6](Cl)=[N:7][C:8]([Cl:12])=[N:9]2)=[N:4][C:3]=1[Cl:14].C(=O)([O-])O.[Na+].[NH:20]1[CH2:23][CH2:22][CH2:21]1.